This data is from Reaction yield outcomes from USPTO patents with 853,638 reactions. The task is: Predict the reaction yield, written as a fraction of the theoretical maximum amount of product (1.0 means a 100% yield; for example, 0.34 means a 34% yield). (1) The reactants are [Br:1][C:2]1[CH:7]=[CH:6][C:5]([CH3:8])=[CH:4][N:3]=1.ClC1C=CC=C(C(OO)=[O:17])C=1. The catalyst is C(Cl)(Cl)Cl. The product is [Br:1][C:2]1[CH:7]=[CH:6][C:5]([CH3:8])=[CH:4][N+:3]=1[O-:17]. The yield is 0.910. (2) The reactants are N12CCN(CC1)CC2.C([Li])CCC.[F:14][C:15]1[CH:16]=[N:17][CH:18]=[CH:19][CH:20]=1.[C:21](=[O:23])=[O:22]. The catalyst is C(OCC)C. The product is [F:14][C:15]1[C:16]([C:21]([OH:23])=[O:22])=[N:17][CH:18]=[CH:19][CH:20]=1. The yield is 0.830. (3) The reactants are [CH2:1]([N:3]1[C:7]([CH3:8])=[CH:6][C:5]([NH2:9])=[N:4]1)[CH3:2].Br[C:11]1[C:12](=[O:19])[N:13]([CH3:18])[CH:14]=[C:15]([Br:17])[CH:16]=1.C(=O)([O-])[O-].[Cs+].[Cs+].CC1(C)C2C(=C(P(C3C=CC=CC=3)C3C=CC=CC=3)C=CC=2)OC2C(P(C3C=CC=CC=3)C3C=CC=CC=3)=CC=CC1=2. The catalyst is O1CCOCC1.[Pd].[Pd].C(=CC(C=CC1C=CC=CC=1)=O)C1C=CC=CC=1.C(=CC(C=CC1C=CC=CC=1)=O)C1C=CC=CC=1.C(=CC(C=CC1C=CC=CC=1)=O)C1C=CC=CC=1.C(OCC)(=O)C.O. The product is [Br:17][C:15]1[CH:16]=[C:11]([NH:9][C:5]2[CH:6]=[C:7]([CH3:8])[N:3]([CH2:1][CH3:2])[N:4]=2)[C:12](=[O:19])[N:13]([CH3:18])[CH:14]=1. The yield is 0.400. (4) The reactants are [NH2:1][CH:2]([C:5]1[N:6]([C:15]2[CH:20]=[CH:19][CH:18]=[CH:17][C:16]=2[CH3:21])[C:7](=[O:14])[C:8]2[S:13][CH:12]=[CH:11][C:9]=2[N:10]=1)[CH2:3][CH3:4].Cl[C:23]1[N:31]=[CH:30][N:29]=[C:28]2[C:24]=1[N:25]=[CH:26][N:27]2[CH:32]1[CH2:37][CH2:36][CH2:35][CH2:34][O:33]1. No catalyst specified. The product is [CH3:21][C:16]1[CH:17]=[CH:18][CH:19]=[CH:20][C:15]=1[N:6]1[C:7](=[O:14])[C:8]2[S:13][CH:12]=[CH:11][C:9]=2[N:10]=[C:5]1[CH:2]([NH:1][C:23]1[N:31]=[CH:30][N:29]=[C:28]2[C:24]=1[N:25]=[CH:26][N:27]2[CH:32]1[CH2:37][CH2:36][CH2:35][CH2:34][O:33]1)[CH2:3][CH3:4]. The yield is 0.600. (5) The reactants are [Cl:1][C:2]1[CH:3]=[C:4]2[C:9](=[CH:10][C:11]=1[O:12][C:13]1[CH:18]=[CH:17][C:16]([C:19](=[O:31])[NH:20][CH2:21][CH2:22][CH2:23][C:24]3[CH:29]=[CH:28][C:27]([Cl:30])=[CH:26][CH:25]=3)=[CH:15][CH:14]=1)[O:8][CH2:7][CH2:6][CH:5]2[C:32]([O:34]CC)=[O:33].[OH-].[Na+].C(O)C. The catalyst is C1COCC1.C(OCC)(=O)C.Cl. The product is [Cl:1][C:2]1[CH:3]=[C:4]2[C:9](=[CH:10][C:11]=1[O:12][C:13]1[CH:14]=[CH:15][C:16]([C:19](=[O:31])[NH:20][CH2:21][CH2:22][CH2:23][C:24]3[CH:25]=[CH:26][C:27]([Cl:30])=[CH:28][CH:29]=3)=[CH:17][CH:18]=1)[O:8][CH2:7][CH2:6][CH:5]2[C:32]([OH:34])=[O:33]. The yield is 1.00. (6) The reactants are [F:1][C:2]1[CH:3]=[C:4]([CH:31]=[CH:32][C:33]=1[NH:34][C:35]([C:37]1([C:40](=[O:49])[NH:41][C:42]2[CH:47]=[CH:46][C:45]([F:48])=[CH:44][CH:43]=2)[CH2:39][CH2:38]1)=[O:36])[O:5][C:6]1[CH:11]=[CH:10][N:9]=[C:8]([N:12]([C:22]([O:24]C2C=CC=CC=2)=O)C(=O)OC2C=CC=CC=2)[CH:7]=1.[CH3:50][N:51]1[CH2:56][CH2:55][CH:54]([N:57]2[CH2:62][CH2:61][NH:60][CH2:59][CH2:58]2)[CH2:53][CH2:52]1. The catalyst is CN(C)C=O. The product is [F:1][C:2]1[CH:3]=[C:4]([O:5][C:6]2[CH:11]=[CH:10][N:9]=[C:8]([NH:12][C:22]([N:60]3[CH2:59][CH2:58][N:57]([CH:54]4[CH2:55][CH2:56][N:51]([CH3:50])[CH2:52][CH2:53]4)[CH2:62][CH2:61]3)=[O:24])[CH:7]=2)[CH:31]=[CH:32][C:33]=1[NH:34][C:35]([C:37]1([C:40]([NH:41][C:42]2[CH:47]=[CH:46][C:45]([F:48])=[CH:44][CH:43]=2)=[O:49])[CH2:38][CH2:39]1)=[O:36]. The yield is 0.633.